Dataset: NCI-60 drug combinations with 297,098 pairs across 59 cell lines. Task: Regression. Given two drug SMILES strings and cell line genomic features, predict the synergy score measuring deviation from expected non-interaction effect. Drug 1: CC1=C(C=C(C=C1)NC2=NC=CC(=N2)N(C)C3=CC4=NN(C(=C4C=C3)C)C)S(=O)(=O)N.Cl. Drug 2: C1CC(=O)NC(=O)C1N2CC3=C(C2=O)C=CC=C3N. Cell line: NCI-H322M. Synergy scores: CSS=-4.71, Synergy_ZIP=0.193, Synergy_Bliss=-6.12, Synergy_Loewe=-7.08, Synergy_HSA=-7.85.